From a dataset of Reaction yield outcomes from USPTO patents with 853,638 reactions. Predict the reaction yield, written as a fraction of the theoretical maximum amount of product (1.0 means a 100% yield; for example, 0.34 means a 34% yield). (1) The reactants are [CH:1]1[C:13]2[CH2:12][C:11]3[C:6](=[CH:7][CH:8]=[CH:9][CH:10]=3)[C:5]=2[CH:4]=[CH:3][CH:2]=1.[Li]CCCC.Br[CH2:20][CH2:21][CH2:22][CH2:23][CH2:24][CH2:25][CH2:26][CH2:27][CH2:28][CH2:29][CH2:30][CH2:31][CH2:32][CH2:33][CH2:34][CH2:35][CH2:36][CH3:37]. The catalyst is C1CCCCC1. The product is [CH2:37]([CH:12]1[C:11]2[CH:10]=[CH:9][CH:8]=[CH:7][C:6]=2[C:5]2[C:13]1=[CH:1][CH:2]=[CH:3][CH:4]=2)[CH2:36][CH2:35][CH2:34][CH2:33][CH2:32][CH2:31][CH2:30][CH2:29][CH2:28][CH2:27][CH2:26][CH2:25][CH2:24][CH2:23][CH2:22][CH2:21][CH3:20]. The yield is 0.880. (2) The reactants are [F:1][C:2]1[C:3]([C:18](=[O:20])[CH3:19])=[C:4]2[C:9](=[CH:10][CH:11]=1)[N:8]=[C:7]([CH3:12])[C:6]([NH:13][C:14]1(C)[CH2:16][CH2:15]1)=[N:5]2.BrC1C(F)=CC=C2C=1N=C(NC(C)C)C(C)=N2. No catalyst specified. The product is [F:1][C:2]1[C:3]([C:18](=[O:20])[CH3:19])=[C:4]2[C:9](=[CH:10][CH:11]=1)[N:8]=[C:7]([CH3:12])[C:6]([NH:13][CH:14]([CH3:16])[CH3:15])=[N:5]2. The yield is 0.900. (3) The reactants are [Si]([O:8][CH2:9][C@@H:10]([N:19]1[CH:24]=[CH:23][C:22]([C:25]2[CH:30]=[CH:29][N:28]=[C:27]([NH:31][C:32]3[CH:37]=[CH:36][N:35]=[C:34]([CH3:38])[CH:33]=3)[N:26]=2)=[CH:21][C:20]1=[O:39])[C:11]1[CH:16]=[CH:15][C:14]([Cl:17])=[C:13]([F:18])[CH:12]=1)(C(C)(C)C)(C)C.CCCC[N+](CCCC)(CCCC)CCCC.[F-].O. The catalyst is C1COCC1. The product is [Cl:17][C:14]1[CH:15]=[CH:16][C:11]([C@H:10]([N:19]2[CH:24]=[CH:23][C:22]([C:25]3[CH:30]=[CH:29][N:28]=[C:27]([NH:31][C:32]4[CH:37]=[CH:36][N:35]=[C:34]([CH3:38])[CH:33]=4)[N:26]=3)=[CH:21][C:20]2=[O:39])[CH2:9][OH:8])=[CH:12][C:13]=1[F:18]. The yield is 0.220. (4) The reactants are [NH2:1][C:2]1[CH:3]=[C:4]([CH:15]=[CH:16][C:17]=1[S:18][C:19]1[CH:24]=[CH:23][C:22]([OH:25])=[CH:21][CH:20]=1)[C:5]([NH:7][C:8]1[CH:13]=[CH:12][CH:11]=[C:10]([Br:14])[CH:9]=1)=[O:6].C([C:28]1[C:29]([N:35]=[CH:36][N:37]([CH3:39])C)=[N:30][C:31]([CH3:34])=[CH:32][CH:33]=1)#N.NC1C=C(C=CC=1SC1C=CC(O)=CC=1)C(NC1C=CC(Br)=CC=1)=O. The yield is 0.470. The product is [Br:14][C:10]1[CH:9]=[C:8]([NH:7][C:5](=[O:6])[C:4]2[CH:15]=[CH:16][C:17]([S:18][C:19]3[CH:24]=[CH:23][C:22]([OH:25])=[CH:21][CH:20]=3)=[C:2]([NH:1][C:39]3[C:28]4[CH:33]=[CH:32][C:31]([CH3:34])=[N:30][C:29]=4[N:35]=[CH:36][N:37]=3)[CH:3]=2)[CH:13]=[CH:12][CH:11]=1. No catalyst specified. (5) The reactants are Cl[C:2]1[C:11]2[C:6](=[CH:7][CH:8]=[CH:9][CH:10]=2)[N:5]=[C:4]([CH3:12])[N:3]=1.[N+:13]([C:16]1[CH:21]=[CH:20][C:19]([NH:22][CH3:23])=[CH:18][CH:17]=1)([O-:15])=[O:14].[H-].[Na+]. The catalyst is CN(C)C=O. The product is [CH3:12][C:4]1[N:3]=[C:2]([N:22]([C:19]2[CH:18]=[CH:17][C:16]([N+:13]([O-:15])=[O:14])=[CH:21][CH:20]=2)[CH3:23])[C:11]2[C:6](=[CH:7][CH:8]=[CH:9][CH:10]=2)[N:5]=1. The yield is 0.670. (6) The reactants are C(=O)(O)[O-:2].[Na+].I([O-])(=O)(=O)=O.[Na+].[CH2:12]([O:14][C:15]([C@@:17]1([CH3:22])[CH2:19][C@@H:18]1[CH2:20][OH:21])=[O:16])[CH3:13].Cl. The catalyst is C(Cl)(Cl)Cl.C(#N)C.[Ru](Cl)(Cl)Cl.O. The product is [CH2:12]([O:14][C:15]([C@@:17]1([CH3:22])[CH2:19][C@@H:18]1[C:20]([OH:2])=[O:21])=[O:16])[CH3:13]. The yield is 0.900.